From a dataset of Forward reaction prediction with 1.9M reactions from USPTO patents (1976-2016). Predict the product of the given reaction. (1) Given the reactants [Cl:1][C:2]1[C:7]([C:8]#[N:9])=[CH:6][N:5]=[C:4]2[CH:10]=[C:11](I)[S:12][C:3]=12.[CH:14]([C:16]1[CH:21]=[CH:20][C:19](B(O)O)=[CH:18][CH:17]=1)=[O:15], predict the reaction product. The product is: [Cl:1][C:2]1[C:7]([C:8]#[N:9])=[CH:6][N:5]=[C:4]2[CH:10]=[C:11]([C:19]3[CH:20]=[CH:21][C:16]([CH:14]=[O:15])=[CH:17][CH:18]=3)[S:12][C:3]=12. (2) Given the reactants [CH3:1][O:2][C:3]([C:5]1[C:13]([NH:14][C:15]2[CH:20]=[CH:19][C:18]([Br:21])=[CH:17][CH:16]=2)=[C:12]([F:22])[C:8]2[N:9]=[CH:10][NH:11][C:7]=2[CH:6]=1)=[O:4].[Cl:23]N1C(=O)CCC1=O, predict the reaction product. The product is: [CH3:1][O:2][C:3]([C:5]1[C:13]([NH:14][C:15]2[CH:20]=[CH:19][C:18]([Br:21])=[CH:17][C:16]=2[Cl:23])=[C:12]([F:22])[C:8]2[N:9]=[CH:10][NH:11][C:7]=2[CH:6]=1)=[O:4].